Dataset: Full USPTO retrosynthesis dataset with 1.9M reactions from patents (1976-2016). Task: Predict the reactants needed to synthesize the given product. Given the product [Cl:1][C:2]1[C:3]([F:40])=[C:4]([N:8]2[C:15](=[O:16])[C:14]3[CH:13]=[C:12]([C:17]4[CH:18]=[C:19]([CH2:25][C:26]([NH:42][CH3:41])=[O:28])[CH:20]=[N:21][C:22]=4[O:23][CH3:24])[N:11]([CH:29]([CH3:31])[CH3:30])[C:10]=3[CH:9]2[C:32]2[CH:33]=[CH:34][C:35]([C:38]#[N:39])=[CH:36][CH:37]=2)[CH:5]=[CH:6][CH:7]=1, predict the reactants needed to synthesize it. The reactants are: [Cl:1][C:2]1[C:3]([F:40])=[C:4]([N:8]2[C:15](=[O:16])[C:14]3[CH:13]=[C:12]([C:17]4[CH:18]=[C:19]([CH2:25][C:26]([OH:28])=O)[CH:20]=[N:21][C:22]=4[O:23][CH3:24])[N:11]([CH:29]([CH3:31])[CH3:30])[C:10]=3[CH:9]2[C:32]2[CH:37]=[CH:36][C:35]([C:38]#[N:39])=[CH:34][CH:33]=2)[CH:5]=[CH:6][CH:7]=1.[CH3:41][N:42](C(ON1N=NC2C=CC=NC1=2)=[N+](C)C)C.F[P-](F)(F)(F)(F)F.CN1CCOCC1.CN.Cl.